From a dataset of Full USPTO retrosynthesis dataset with 1.9M reactions from patents (1976-2016). Predict the reactants needed to synthesize the given product. (1) Given the product [CH3:1][C:2]1[CH:3]=[CH:4][C:5]([C:8]2[C:13]3[CH2:14][CH:15]([CH2:17][NH:18][C:29](=[O:30])[O:31][CH2:32][C:33]4[CH:38]=[CH:37][CH:36]=[CH:35][CH:34]=4)[O:16][C:12]=3[CH:11]=[CH:10][CH:9]=2)=[CH:6][CH:7]=1, predict the reactants needed to synthesize it. The reactants are: [CH3:1][C:2]1[CH:7]=[CH:6][C:5]([C:8]2[C:13]3[CH2:14][CH:15]([CH2:17][NH2:18])[O:16][C:12]=3[CH:11]=[CH:10][CH:9]=2)=[CH:4][CH:3]=1.C(N(C(C)C)CC)(C)C.Cl[C:29]([O:31][CH2:32][C:33]1[CH:38]=[CH:37][CH:36]=[CH:35][CH:34]=1)=[O:30]. (2) The reactants are: [C:1]([O:5][C:6](=[O:19])[C:7]([S:10][C:11]1[S:12][CH:13]=[C:14]([C:16](=[O:18])[CH3:17])[N:15]=1)([CH3:9])[CH3:8])([CH3:4])([CH3:3])[CH3:2].[Br-:20].[Br-].[Br-].C1([N+](C)(C)C)C=CC=CC=1.C1([N+](C)(C)C)C=CC=CC=1.C1([N+](C)(C)C)C=CC=CC=1. Given the product [C:1]([O:5][C:6](=[O:19])[C:7]([S:10][C:11]1[S:12][CH:13]=[C:14]([C:16](=[O:18])[CH2:17][Br:20])[N:15]=1)([CH3:9])[CH3:8])([CH3:2])([CH3:3])[CH3:4], predict the reactants needed to synthesize it. (3) Given the product [CH3:1][C:2]1[C:11]2[C:6](=[CH:7][CH:8]=[CH:9][CH:10]=2)[C:5]([C:16]2[C:17]([C:18]([O:20][CH3:21])=[O:19])=[CH:22][CH:23]=[CH:24][C:25]=2[C:26]([O:28][CH3:29])=[O:27])=[CH:4][CH:3]=1, predict the reactants needed to synthesize it. The reactants are: [CH3:1][C:2]1[C:11]2[C:6](=[CH:7][CH:8]=[CH:9][CH:10]=2)[C:5](B(O)O)=[CH:4][CH:3]=1.Br[C:16]1[C:25]([C:26]([O:28][CH3:29])=[O:27])=[CH:24][CH:23]=[CH:22][C:17]=1[C:18]([O:20][CH3:21])=[O:19].C([O-])([O-])=O.[Na+].[Na+].N#N. (4) Given the product [NH2:8][CH2:9][CH2:10][CH2:11][CH2:12][N:13]([CH2:31][C:32]([NH:45][C:42]1[CH:41]=[CH:40][C:39]([C:35]([CH3:38])([CH3:36])[CH3:37])=[CH:44][CH:43]=1)=[O:33])[C:61]([NH:60][C:57]1[CH:58]=[CH:59][C:54]([O:53][CH2:46][C:47]2[CH:48]=[CH:49][CH:50]=[CH:51][CH:52]=2)=[CH:55][CH:56]=1)=[O:62], predict the reactants needed to synthesize it. The reactants are: C(OC([NH:8][CH2:9][CH2:10][CH2:11][CH2:12][N:13]([CH2:31][C:32](O)=[O:33])C(OCC1C2C=CC=CC=2C2C1=CC=CC=2)=O)=O)(C)(C)C.[C:35]([C:39]1[CH:44]=[CH:43][C:42]([NH2:45])=[CH:41][CH:40]=1)([CH3:38])([CH3:37])[CH3:36].[CH2:46]([O:53][C:54]1[CH:59]=[CH:58][C:57]([N:60]=[C:61]=[O:62])=[CH:56][CH:55]=1)[C:47]1[CH:52]=[CH:51][CH:50]=[CH:49][CH:48]=1. (5) Given the product [C:70]([C:69]1[CH:73]=[CH:74][C:66]([NH:65][C:28]([CH:9]2[CH:8]([C:4]3[CH:5]=[CH:6][CH:7]=[C:2]([Cl:1])[C:3]=3[F:31])[C:12]([C:15]3[CH:20]=[CH:19][C:18]([Cl:21])=[CH:17][C:16]=3[F:22])([C:13]#[N:14])[CH:11]([CH2:23][C:24]([CH3:27])([CH3:26])[CH3:25])[NH:10]2)=[O:29])=[CH:67][C:68]=1[Cl:75])(=[O:71])[NH2:72], predict the reactants needed to synthesize it. The reactants are: [Cl:1][C:2]1[C:3]([F:31])=[C:4]([CH:8]2[C:12]([C:15]3[CH:20]=[CH:19][C:18]([Cl:21])=[CH:17][C:16]=3[F:22])([C:13]#[N:14])[CH:11]([CH2:23][C:24]([CH3:27])([CH3:26])[CH3:25])[NH:10][CH:9]2[C:28](O)=[O:29])[CH:5]=[CH:6][CH:7]=1.CN(C(ON1N=NC2C=CC=NC1=2)=[N+](C)C)C.F[P-](F)(F)(F)(F)F.CCN(C(C)C)C(C)C.[NH2:65][C:66]1[CH:74]=[CH:73][C:69]([C:70]([NH2:72])=[O:71])=[C:68]([Cl:75])[CH:67]=1.